This data is from Forward reaction prediction with 1.9M reactions from USPTO patents (1976-2016). The task is: Predict the product of the given reaction. (1) Given the reactants Cl[C:2]1[C:11]2[CH2:10][CH2:9][C:8]3[CH:12]=[CH:13][C:14]([O:16][CH3:17])=[CH:15][C:7]=3[C:6]=2[N:5]=[CH:4][N:3]=1.[CH3:18][C:19]1[N:20]=[CH:21][N:22]([C:24]2[CH:25]=[C:26]([NH2:30])[CH:27]=[CH:28][CH:29]=2)[CH:23]=1.[OH-].[Na+], predict the reaction product. The product is: [CH3:17][O:16][C:14]1[CH:13]=[CH:12][C:8]2[CH2:9][CH2:10][C:11]3[C:2]([NH:30][C:26]4[CH:27]=[CH:28][CH:29]=[C:24]([N:22]5[CH:23]=[C:19]([CH3:18])[N:20]=[CH:21]5)[CH:25]=4)=[N:3][CH:4]=[N:5][C:6]=3[C:7]=2[CH:15]=1. (2) Given the reactants Cl[C:2]1[N:7]=[C:6]([Cl:8])[N:5]=[C:4]([O:9][CH3:10])[N:3]=1.[C:11]([O:15][C:16]([N:18]1[CH2:23][CH2:22][CH:21]([NH2:24])[CH2:20][CH2:19]1)=[O:17])([CH3:14])([CH3:13])[CH3:12].C(N(C(C)C)C(C)C)C, predict the reaction product. The product is: [C:11]([O:15][C:16]([N:18]1[CH2:23][CH2:22][CH:21]([NH:24][C:2]2[N:7]=[C:6]([Cl:8])[N:5]=[C:4]([O:9][CH3:10])[N:3]=2)[CH2:20][CH2:19]1)=[O:17])([CH3:14])([CH3:12])[CH3:13]. (3) Given the reactants CC(C)([O-])C.[K+].[Cl-].[NH2:8][C:9]([NH2:11])=[NH2+:10].[CH2:12]([N:14]1[C:22](=[O:23])[C:21]2[C:16](=[CH:17][CH:18]=[CH:19][CH:20]=2)[CH:15]1[CH2:24][C:25](OCC)=[O:26])[CH3:13], predict the reaction product. The product is: [CH2:12]([N:14]1[C:22](=[O:23])[C:21]2[C:16](=[CH:17][CH:18]=[CH:19][CH:20]=2)[CH:15]1[CH2:24][C:25]([NH:10][C:9]([NH2:11])=[NH:8])=[O:26])[CH3:13]. (4) Given the reactants [CH2:1]([C:4]1[CH:9]=[CH:8][C:7]([Br:10])=[CH:6][CH:5]=1)[CH:2]=[CH2:3].[OH-].[Na+].OO.CC[O:17]CC, predict the reaction product. The product is: [Br:10][C:7]1[CH:8]=[CH:9][C:4]([CH2:1][CH2:2][CH2:3][OH:17])=[CH:5][CH:6]=1. (5) The product is: [CH2:1]([O:3][C:4](=[O:28])[CH2:5][C:6]1[CH:7]=[C:8]([C:14]2[CH:19]=[CH:18][C:17]([C:20]([F:23])([F:21])[F:22])=[CH:16][C:15]=2[CH2:24][N:25]([CH2:26][CH3:27])[C:30]([NH2:31])=[O:29])[C:9]([O:12][CH3:13])=[CH:10][CH:11]=1)[CH3:2]. Given the reactants [CH2:1]([O:3][C:4](=[O:28])[CH2:5][C:6]1[CH:7]=[C:8]([C:14]2[CH:19]=[CH:18][C:17]([C:20]([F:23])([F:22])[F:21])=[CH:16][C:15]=2[CH2:24][NH:25][CH2:26][CH3:27])[C:9]([O:12][CH3:13])=[CH:10][CH:11]=1)[CH3:2].[O-:29][C:30]#[N:31].[Na+].C(O)(=O)C.CN(C=O)C, predict the reaction product. (6) The product is: [CH2:16]([O:15][C:13](=[O:14])[NH:12][C@@H:9]1[CH2:10][CH2:11][C@@H:6]([C:4]([N:39]([CH3:40])[CH3:38])=[O:5])[CH2:7][C@H:8]1[NH:23][C:24]([O:26][C:27]([CH3:30])([CH3:29])[CH3:28])=[O:25])[C:17]1[CH:18]=[CH:19][CH:20]=[CH:21][CH:22]=1. Given the reactants C(O[C:4]([C@@H:6]1[CH2:11][CH2:10][C@@H:9]([NH:12][C:13]([O:15][CH2:16][C:17]2[CH:22]=[CH:21][CH:20]=[CH:19][CH:18]=2)=[O:14])[C@H:8]([NH:23][C:24]([O:26][C:27]([CH3:30])([CH3:29])[CH3:28])=[O:25])[CH2:7]1)=[O:5])C.[OH-].[Li+].O.[OH-].[Li+].Cl.Cl.[CH3:38][NH:39][CH3:40].ON1C2C=CC=CC=2N=N1.Cl.CN(C)CCCN=C=NCC, predict the reaction product.